This data is from Full USPTO retrosynthesis dataset with 1.9M reactions from patents (1976-2016). The task is: Predict the reactants needed to synthesize the given product. (1) Given the product [Br:7][C:8]1[CH:9]=[C:10]([CH:11]=[CH:12][CH:13]=1)[CH2:14][O:5][CH2:4][CH2:3][OH:6], predict the reactants needed to synthesize it. The reactants are: [H-].[Na+].[CH2:3]([OH:6])[CH2:4][OH:5].[Br:7][C:8]1[CH:13]=[CH:12][CH:11]=[C:10]([CH2:14]Br)[CH:9]=1. (2) Given the product [C:32]([C:34]1[CH:35]=[CH:36][C:37]([S:40]([N:43]([CH2:44][C:45]2[CH:54]=[CH:53][C:48]([C:49]([O:51][CH3:52])=[O:50])=[C:47]([F:55])[CH:46]=2)[CH2:19][C:18]2[CH:30]=[CH:29][CH:5]=[CH:6][N:7]=2)(=[O:42])=[O:41])=[CH:38][CH:39]=1)#[N:33], predict the reactants needed to synthesize it. The reactants are: COC1C=[C:5]([CH:29]=[CH:30]C=1)[CH2:6][N:7]([CH2:18][C:19]1C=CC(C(OC)=O)=CC=1)S(C1C=CC(Cl)=CC=1)(=O)=O.[C:32]([C:34]1[CH:39]=[CH:38][C:37]([S:40]([NH:43][CH2:44][C:45]2[CH:54]=[CH:53][C:48]([C:49]([O:51][CH3:52])=[O:50])=[C:47]([F:55])[CH:46]=2)(=[O:42])=[O:41])=[CH:36][CH:35]=1)#[N:33].Br.BrCC1C=CC=CN=1. (3) Given the product [CH3:1][O:2][C:3]1[CH:8]=[C:7]([O:9][CH3:10])[CH:6]=[CH:5][C:4]=1[CH2:11][N:12]1[C:16](=[O:17])[CH:15]2[C:14]([C:18]3[CH:23]=[CH:22][C:21]([Cl:24])=[C:20]([Cl:25])[CH:19]=3)([NH:33][N:32]=[C:31]2[C:30]([O:29][CH2:27][CH3:28])=[O:34])[C:13]1=[O:26], predict the reactants needed to synthesize it. The reactants are: [CH3:1][O:2][C:3]1[CH:8]=[C:7]([O:9][CH3:10])[CH:6]=[CH:5][C:4]=1[CH2:11][N:12]1[C:16](=[O:17])[CH:15]=[C:14]([C:18]2[CH:23]=[CH:22][C:21]([Cl:24])=[C:20]([Cl:25])[CH:19]=2)[C:13]1=[O:26].[CH2:27]([O:29][C:30](=[O:34])[CH:31]=[N+:32]=[N-:33])[CH3:28]. (4) Given the product [CH3:1][O:2][C:3](=[O:19])[CH2:4][C:5]1[CH:6]=[CH:7][C:8]([N:11]2[C:12]3[CH:17]=[CH:16][N:15]=[CH:14][C:13]=3[N:18]=[CH:20]2)=[CH:9][CH:10]=1, predict the reactants needed to synthesize it. The reactants are: [CH3:1][O:2][C:3](=[O:19])[CH2:4][C:5]1[CH:10]=[CH:9][C:8]([NH:11][C:12]2[CH:17]=[CH:16][N:15]=[CH:14][C:13]=2[NH2:18])=[CH:7][CH:6]=1.[CH:20](OCC)(OCC)OCC. (5) Given the product [C:24]([Si:28]([C:43]1[CH:48]=[CH:47][CH:46]=[CH:45][CH:44]=1)([C:49]1[CH:54]=[CH:53][CH:52]=[CH:51][CH:50]=1)[O:29][CH2:30][C:31]([F:42])([CH3:41])[CH2:32][NH:14][CH:12]([CH3:13])[CH2:11][C:5]1[C:4]2[C:8](=[CH:9][CH:10]=[C:2]([F:1])[CH:3]=2)[NH:7][CH:6]=1)([CH3:25])([CH3:26])[CH3:27], predict the reactants needed to synthesize it. The reactants are: [F:1][C:2]1[CH:3]=[C:4]2[C:8](=[CH:9][CH:10]=1)[NH:7][CH:6]=[C:5]2[CH2:11][CH:12]([NH2:14])[CH3:13].CCN(C(C)C)C(C)C.[C:24]([Si:28]([C:49]1[CH:54]=[CH:53][CH:52]=[CH:51][CH:50]=1)([C:43]1[CH:48]=[CH:47][CH:46]=[CH:45][CH:44]=1)[O:29][CH2:30][C:31]([F:42])([CH3:41])[CH2:32]OS(C(F)(F)F)(=O)=O)([CH3:27])([CH3:26])[CH3:25]. (6) Given the product [F:52][C:48]1[CH:47]=[C:46]([C:45]2[C:39]3[O:38][CH:37]([CH2:36][NH2:33])[CH2:41][C:40]=3[CH:42]=[CH:43][CH:44]=2)[CH:51]=[CH:50][CH:49]=1, predict the reactants needed to synthesize it. The reactants are: CC1C=CC(S(OCC2CC3C=CC=C(C4C=CC=C(F)C=4)C=3O2)(=O)=O)=CC=1.[N-]=[N+]=[N-].[Na+].[N:33]([CH2:36][CH:37]1[CH2:41][C:40]2[CH:42]=[CH:43][CH:44]=[C:45]([C:46]3[CH:51]=[CH:50][CH:49]=[C:48]([F:52])[CH:47]=3)[C:39]=2[O:38]1)=[N+]=[N-].[N-]=[N+]=[N-]. (7) The reactants are: [NH2:1][C:2]1[CH:7]=[CH:6][CH:5]=[CH:4][N:3]=1.[C:8]([C:12]1[CH:21]=[CH:20][C:15]([C:16](=O)[CH2:17]Cl)=[CH:14][CH:13]=1)([CH3:11])([CH3:10])[CH3:9].C(=O)(O)[O-].[Na+]. Given the product [C:8]([C:12]1[CH:13]=[CH:14][C:15]([C:16]2[N:1]=[C:2]3[CH:7]=[CH:6][CH:5]=[CH:4][N:3]3[CH:17]=2)=[CH:20][CH:21]=1)([CH3:11])([CH3:10])[CH3:9], predict the reactants needed to synthesize it. (8) Given the product [CH:1]1([C:4]2[NH:8][N:7]=[C:6]([NH:9][C:10]3[C:15]([Cl:16])=[CH:14][N:13]=[C:12]([C:17]4[S:21][C:20]([CH:22]([OH:24])[CH3:23])=[CH:19][CH:18]=4)[N:11]=3)[CH:5]=2)[CH2:3][CH2:2]1, predict the reactants needed to synthesize it. The reactants are: [CH:1]1([C:4]2[NH:8][N:7]=[C:6]([NH:9][C:10]3[C:15]([Cl:16])=[CH:14][N:13]=[C:12]([C:17]4[S:21][C:20]([C@@H:22]([OH:24])[CH3:23])=[CH:19][CH:18]=4)[N:11]=3)[CH:5]=2)[CH2:3][CH2:2]1.C1(C2NN=C(NC3C(Cl)=CN=C(C4SC([C@H](O)C)=CC=4)N=3)C=2)CC1. (9) Given the product [CH3:1][O:2][C:3]([CH3:26])([CH3:25])[C:4]#[C:5][C:6]1[S:10][C:9]([C:11]([O:13][CH3:14])=[O:12])=[C:8]([N:15]([C:40]([C@H:37]2[CH2:38][CH2:39][C@H:34]([CH3:33])[CH2:35][CH2:36]2)=[O:41])[CH2:16][C:17]([N:19]2[CH2:24][CH2:23][O:22][CH2:21][CH2:20]2)=[O:18])[CH:7]=1, predict the reactants needed to synthesize it. The reactants are: [CH3:1][O:2][C:3]([CH3:26])([CH3:25])[C:4]#[C:5][C:6]1[S:10][C:9]([C:11]([O:13][CH3:14])=[O:12])=[C:8]([NH:15][CH2:16][C:17]([N:19]2[CH2:24][CH2:23][O:22][CH2:21][CH2:20]2)=[O:18])[CH:7]=1.N1C=CC=CC=1.[CH3:33][C@H:34]1[CH2:39][CH2:38][C@H:37]([C:40](Cl)=[O:41])[CH2:36][CH2:35]1.